Dataset: Catalyst prediction with 721,799 reactions and 888 catalyst types from USPTO. Task: Predict which catalyst facilitates the given reaction. (1) Reactant: [C:1]1([C:7]2[CH:15]=[CH:14][CH:13]=[C:12]3[C:8]=2[CH2:9][C:10](=[O:16])[NH:11]3)[CH:6]=[CH:5][CH:4]=[CH:3][CH:2]=1.[CH2:17]([N:19]([CH2:34][CH3:35])[CH2:20][CH2:21][NH:22][C:23]([C:25]1[C:29]([CH3:30])=[C:28]([CH:31]=O)[NH:27][C:26]=1[CH3:33])=[O:24])[CH3:18].N1CCCCC1. Product: [CH2:34]([N:19]([CH2:17][CH3:18])[CH2:20][CH2:21][NH:22][C:23]([C:25]1[C:29]([CH3:30])=[C:28]([CH:31]=[C:9]2[C:8]3[C:12](=[CH:13][CH:14]=[CH:15][C:7]=3[C:1]3[CH:2]=[CH:3][CH:4]=[CH:5][CH:6]=3)[NH:11][C:10]2=[O:16])[NH:27][C:26]=1[CH3:33])=[O:24])[CH3:35]. The catalyst class is: 8. (2) Reactant: [CH3:1][S:2][CH2:3][CH2:4][CH2:5][CH2:6][CH2:7][NH:8][C:9]1[C:18]2[C:13](=[CH:14][CH:15]=[CH:16][CH:17]=2)[N:12]=[CH:11][C:10]=1[NH2:19].[C:20](Cl)(=[O:27])[CH2:21][CH2:22][CH2:23][CH2:24][CH2:25][CH3:26]. Product: [CH3:1][S:2][CH2:3][CH2:4][CH2:5][CH2:6][CH2:7][NH:8][C:9]1[C:18]2[C:13](=[CH:14][CH:15]=[CH:16][CH:17]=2)[N:12]=[CH:11][C:10]=1[NH:19][C:20](=[O:27])[CH2:21][CH2:22][CH2:23][CH2:24][CH2:25][CH3:26]. The catalyst class is: 17. (3) Reactant: [F:1][C:2]1[CH:7]=[CH:6][C:5]([C:8]2[S:9][C:10]([CH:13]([C:15]3[CH:20]=[CH:19][N:18]=[CH:17][CH:16]=3)[OH:14])=[CH:11][N:12]=2)=[CH:4][CH:3]=1.CC(OI1(OC(C)=O)(OC(C)=O)OC(=O)C2C=CC=CC1=2)=O.C([O-])(O)=O.[Na+].C(OCC)(=O)C. Product: [F:1][C:2]1[CH:3]=[CH:4][C:5]([C:8]2[S:9][C:10]([C:13]([C:15]3[CH:16]=[CH:17][N:18]=[CH:19][CH:20]=3)=[O:14])=[CH:11][N:12]=2)=[CH:6][CH:7]=1. The catalyst class is: 2. (4) Reactant: [N+:1]([C:4]1[CH:14]=[CH:13][CH:12]=[C:6]2[C:7]([O:9][C:10](=[O:11])[C:5]=12)=O)([O-:3])=[O:2].[F:15][C:16]([F:26])([F:25])[O:17][C:18]1[CH:24]=[CH:23][C:21]([NH2:22])=[CH:20][CH:19]=1. The catalyst class is: 15. Product: [F:15][C:16]([F:25])([F:26])[O:17][C:18]1[CH:19]=[CH:20][C:21]([N:22]2[C:10](=[O:11])[C:5]3=[C:4]([N+:1]([O-:3])=[O:2])[CH:14]=[CH:13][CH:12]=[C:6]3[C:7]2=[O:9])=[CH:23][CH:24]=1.